This data is from Catalyst prediction with 721,799 reactions and 888 catalyst types from USPTO. The task is: Predict which catalyst facilitates the given reaction. (1) Reactant: [S:1]1[CH:5]=[CH:4][C:3]2[C:6](=[O:9])[CH2:7][CH2:8][C:2]1=2.[H-].[Na+].C1([O:18][C:19](=O)[C:20]2[CH:25]=[CH:24][CH:23]=[CH:22][CH:21]=2)C=CC=CC=1.Cl. Product: [C:19]([CH:7]1[CH2:8][C:2]2[S:1][CH:5]=[CH:4][C:3]=2[C:6]1=[O:9])(=[O:18])[C:20]1[CH:25]=[CH:24][CH:23]=[CH:22][CH:21]=1. The catalyst class is: 375. (2) Reactant: [F:1][C:2]1[CH:3]=[CH:4][CH2:5][CH:6]2[C:11]=1[N:10]1[CH2:12][CH2:13][CH2:14][CH:9]1[CH2:8][N:7]2[CH2:15][C:16]([NH2:18])=O.B.C1COCC1.CO. Product: [F:1][C:2]1[CH:3]=[CH:4][CH2:5][CH:6]2[C:11]=1[N:10]1[CH2:12][CH2:13][CH2:14][CH:9]1[CH2:8][N:7]2[CH2:15][CH2:16][NH2:18]. The catalyst class is: 1.